This data is from Aqueous solubility values for 9,982 compounds from the AqSolDB database. The task is: Regression/Classification. Given a drug SMILES string, predict its absorption, distribution, metabolism, or excretion properties. Task type varies by dataset: regression for continuous measurements (e.g., permeability, clearance, half-life) or binary classification for categorical outcomes (e.g., BBB penetration, CYP inhibition). For this dataset (solubility_aqsoldb), we predict Y. (1) The compound is O=C([O-])CN(CCN(CC(=O)[O-])CC(=O)O)CC(=O)O.[Na+].[Na+]. The Y is -0.505 log mol/L. (2) The drug is CNC=O. The Y is 1.23 log mol/L. (3) The compound is CCC(OCCCOC)OC(C)=O. The Y is -0.0168 log mol/L. (4) The molecule is O=C(O)COc1ccc(Cl)c(Cl)c1Cl. The Y is -3.10 log mol/L. (5) The molecule is CNC(=O)c1cccc(NCC(=O)NCCc2ccc(OC)c(OC)c2)c1. The Y is -1.85 log mol/L. (6) The Y is -3.78 log mol/L. The molecule is CN1C(CCl)Nc2cc(Cl)c(S(N)(=O)=O)cc2S1(=O)=O. (7) The compound is CC(C#N)CCC#N. The Y is -0.316 log mol/L.